This data is from Reaction yield outcomes from USPTO patents with 853,638 reactions. The task is: Predict the reaction yield, written as a fraction of the theoretical maximum amount of product (1.0 means a 100% yield; for example, 0.34 means a 34% yield). (1) The reactants are [Li]CCCC.[CH3:6][N:7]1[CH:11]=[C:10]([CH3:12])[CH:9]=[N:8]1.[CH2:13]([CH:15]([C:18]1[C:19]2[N:20]([C:25](I)=[C:26]([CH3:28])[N:27]=2)[N:21]=[C:22]([CH3:24])[CH:23]=1)[CH2:16][CH3:17])[CH3:14].O. The catalyst is C1COCC1.[Cl-].[Zn+2].[Cl-]. The product is [CH3:6][N:7]1[C:11]([C:25]2[N:20]3[N:21]=[C:22]([CH3:24])[CH:23]=[C:18]([CH:15]([CH2:13][CH3:14])[CH2:16][CH3:17])[C:19]3=[N:27][C:26]=2[CH3:28])=[C:10]([CH3:12])[CH:9]=[N:8]1. The yield is 0.00700. (2) The reactants are [Cl:1][C:2]1[CH:7]=[CH:6][C:5](I)=[CH:4][C:3]=1[F:9].C(=O)([O-])[O-].[Cs+].[Cs+].[C:16]([O:20][CH2:21][CH3:22])(=[O:19])[C:17]#[CH:18]. The catalyst is O1CCCC1.C1C=CC(P(C2C=CC=CC=2)C2C=CC=CC=2)=CC=1.C1C=CC(P(C2C=CC=CC=2)C2C=CC=CC=2)=CC=1.Cl[Pd]Cl. The product is [CH2:21]([O:20][C:16](=[O:19])[C:17]#[C:18][C:5]1[CH:6]=[CH:7][C:2]([Cl:1])=[C:3]([F:9])[CH:4]=1)[CH3:22]. The yield is 0.890. (3) The reactants are [Br:1][C:2]1[CH:3]=[C:4]([C:15](=O)[CH3:16])[CH:5]=[CH:6][C:7]=1[O:8][CH2:9][O:10][CH2:11][CH2:12][O:13][CH3:14].[O-][CH2:19]C.[Na+].Cl.[NH2:23][C:24]([NH2:26])=[NH:25]. The catalyst is C(O)C.O. The product is [Br:1][C:2]1[CH:3]=[C:4]([C:15]2[CH:16]=[CH:19][N:23]=[C:24]([NH2:26])[N:25]=2)[CH:5]=[CH:6][C:7]=1[O:8][CH2:9][O:10][CH2:11][CH2:12][O:13][CH3:14]. The yield is 0.490. (4) The reactants are [CH3:1][O:2][C:3](=[O:33])[C@@H:4]([NH:13][C:14]([C:16]1[CH:17]=[C:18]([C:23]2[CH:28]=[CH:27][C:26]([C:29]([F:32])([F:31])[F:30])=[CH:25][CH:24]=2)[CH:19]=[CH:20][C:21]=1[OH:22])=[O:15])[CH2:5][C:6]1[CH:11]=[CH:10][C:9](Br)=[CH:8][CH:7]=1.[F:34][C:35]([F:46])([F:45])[C:36]1[CH:37]=[C:38](B(O)O)[CH:39]=[CH:40][CH:41]=1. No catalyst specified. The product is [CH3:1][O:2][C:3](=[O:33])[C@@H:4]([NH:13][C:14]([C:16]1[CH:17]=[C:18]([C:23]2[CH:28]=[CH:27][C:26]([C:29]([F:32])([F:31])[F:30])=[CH:25][CH:24]=2)[CH:19]=[CH:20][C:21]=1[OH:22])=[O:15])[CH2:5][C:6]1[CH:11]=[CH:10][C:9]([C:40]2[CH:39]=[CH:38][CH:37]=[C:36]([C:35]([F:46])([F:45])[F:34])[CH:41]=2)=[CH:8][CH:7]=1. The yield is 0.500. (5) The reactants are [CH2:1]([C:5]1[N:6]([CH2:14][C:15]2[CH:20]=[CH:19][C:18]([C:21]3[C:22]([C:27]#[N:28])=[CH:23][CH:24]=[CH:25][CH:26]=3)=[CH:17][CH:16]=2)[C:7](=[O:13])[CH:8]=[C:9]([CH2:11][CH3:12])[N:10]=1)[CH2:2][CH2:3][CH3:4].[Br:29]Br. The catalyst is C(O)(=O)C.C(OCC)(=O)C. The product is [Br:29][C:8]1[C:7](=[O:13])[N:6]([CH2:14][C:15]2[CH:16]=[CH:17][C:18]([C:21]3[C:22]([C:27]#[N:28])=[CH:23][CH:24]=[CH:25][CH:26]=3)=[CH:19][CH:20]=2)[C:5]([CH2:1][CH2:2][CH2:3][CH3:4])=[N:10][C:9]=1[CH2:11][CH3:12]. The yield is 0.620.